Dataset: Full USPTO retrosynthesis dataset with 1.9M reactions from patents (1976-2016). Task: Predict the reactants needed to synthesize the given product. (1) The reactants are: [Cl:1][C:2]1[CH:3]=[C:4]2[C:8](=[CH:9][CH:10]=1)[NH:7][CH:6]=[CH:5]2.C=O.CNC.CI.[Si](C#N)(C)(C)C.CC[CH2:26][CH2:27][N+:28](CCCC)(CCCC)CCCC.[F-]. Given the product [Cl:1][C:2]1[CH:3]=[C:4]2[C:8](=[CH:9][CH:10]=1)[NH:7][CH:6]=[C:5]2[CH2:26][C:27]#[N:28], predict the reactants needed to synthesize it. (2) Given the product [N:18]1([CH:13]2[CH2:12][C:11]3[C:15](=[CH:16][CH:17]=[C:9]([O:8][C:5]4[CH:6]=[CH:7][C:2]([N:23]5[CH2:27][CH2:26][CH2:25][C:24]5=[O:28])=[CH:3][CH:4]=4)[CH:10]=3)[CH2:14]2)[CH2:22][CH2:21][CH2:20][CH2:19]1, predict the reactants needed to synthesize it. The reactants are: Br[C:2]1[CH:7]=[CH:6][C:5]([O:8][C:9]2[CH:10]=[C:11]3[C:15](=[CH:16][CH:17]=2)[CH2:14][CH:13]([N:18]2[CH2:22][CH2:21][CH2:20][CH2:19]2)[CH2:12]3)=[CH:4][CH:3]=1.[NH:23]1[CH2:27][CH2:26][CH2:25][C:24]1=[O:28].CNCCNC.C(=O)([O-])[O-].[K+].[K+].